Dataset: Peptide-MHC class I binding affinity with 185,985 pairs from IEDB/IMGT. Task: Regression. Given a peptide amino acid sequence and an MHC pseudo amino acid sequence, predict their binding affinity value. This is MHC class I binding data. (1) The peptide sequence is NHREAGKEAAL. The MHC is Mamu-B1001 with pseudo-sequence Mamu-B1001. The binding affinity (normalized) is 0.869. (2) The peptide sequence is ATFEAVLAK. The MHC is HLA-B08:03 with pseudo-sequence HLA-B08:03. The binding affinity (normalized) is 0.0847. (3) The peptide sequence is MLYKSSKSR. The MHC is HLA-A03:01 with pseudo-sequence HLA-A03:01. The binding affinity (normalized) is 0.872. (4) The peptide sequence is DTICIGYHA. The MHC is Mamu-A02 with pseudo-sequence Mamu-A02. The binding affinity (normalized) is 0.100. (5) The peptide sequence is DAVRAFLLR. The MHC is HLA-A68:01 with pseudo-sequence HLA-A68:01. The binding affinity (normalized) is 1.00. (6) The peptide sequence is TIHLATAPK. The MHC is HLA-B48:01 with pseudo-sequence HLA-B48:01. The binding affinity (normalized) is 0.0847. (7) The MHC is HLA-A26:01 with pseudo-sequence HLA-A26:01. The binding affinity (normalized) is 0.0847. The peptide sequence is ATYTGVFDK. (8) The peptide sequence is KRGIYKII. The MHC is H-2-Kb with pseudo-sequence H-2-Kb. The binding affinity (normalized) is 0.212. (9) The MHC is HLA-B27:05 with pseudo-sequence HLA-B27:05. The binding affinity (normalized) is 0.0847. The peptide sequence is FIAEIDHWI.